The task is: Regression. Given a peptide amino acid sequence and an MHC pseudo amino acid sequence, predict their binding affinity value. This is MHC class I binding data.. This data is from Peptide-MHC class I binding affinity with 185,985 pairs from IEDB/IMGT. (1) The peptide sequence is SEGIFSPSEL. The MHC is HLA-B40:01 with pseudo-sequence HLA-B40:01. The binding affinity (normalized) is 0.841. (2) The MHC is HLA-B08:01 with pseudo-sequence HLA-B08:01. The peptide sequence is AVNAATYNR. The binding affinity (normalized) is 0.0847. (3) The binding affinity (normalized) is 0.800. The peptide sequence is FLFPDTRAV. The MHC is HLA-A02:06 with pseudo-sequence HLA-A02:06. (4) The peptide sequence is YLYNKYSFK. The MHC is HLA-A30:01 with pseudo-sequence HLA-A30:01. The binding affinity (normalized) is 0.533. (5) The peptide sequence is ASSGMLWMAE. The MHC is HLA-B58:01 with pseudo-sequence HLA-B58:01. The binding affinity (normalized) is 0.285. (6) The peptide sequence is NPVPVGNIY. The MHC is HLA-B54:01 with pseudo-sequence HLA-B54:01. The binding affinity (normalized) is 0.0607. (7) The peptide sequence is FPHCLAFSI. The MHC is HLA-B07:02 with pseudo-sequence HLA-B07:02. The binding affinity (normalized) is 0.398. (8) The peptide sequence is QHFGLIPQW. The MHC is HLA-B58:01 with pseudo-sequence HLA-B58:01. The binding affinity (normalized) is 0.541.